From a dataset of Full USPTO retrosynthesis dataset with 1.9M reactions from patents (1976-2016). Predict the reactants needed to synthesize the given product. (1) The reactants are: N#N.[F:3][C:4]([F:14])([F:13])[C:5]([NH:7][CH2:8][CH2:9][CH2:10][NH:11][CH3:12])=[O:6].CN1CCOCC1.Cl[C:23]([O:25][CH:26]([CH3:28])[CH3:27])=[O:24]. Given the product [CH:26]([O:25][C:23](=[O:24])[N:11]([CH3:12])[CH2:10][CH2:9][CH2:8][NH:7][C:5](=[O:6])[C:4]([F:13])([F:14])[F:3])([CH3:28])[CH3:27], predict the reactants needed to synthesize it. (2) Given the product [Br:1][C:2]1[CH:7]=[CH:6][C:5]([C:8]2[N:19]([CH2:20][C:21]3[CH:26]=[CH:25][C:24]([CH3:27])=[CH:23][C:22]=3[CH3:28])[C:17](=[O:18])[C:16]([C:14]#[N:15])=[C:10]([CH3:11])[CH:9]=2)=[CH:4][CH:3]=1, predict the reactants needed to synthesize it. The reactants are: [Br:1][C:2]1[CH:7]=[CH:6][C:5]([C:8](=O)[CH2:9][C:10](=O)[CH3:11])=[CH:4][CH:3]=1.[C:14]([CH2:16][C:17]([NH:19][CH2:20][C:21]1[CH:26]=[CH:25][C:24]([CH3:27])=[CH:23][C:22]=1[CH3:28])=[O:18])#[N:15].C1CCN2C(=NCCC2)CC1. (3) Given the product [ClH:21].[CH3:1][NH:2][CH2:10][C:11]([C:12]1[CH:17]=[CH:16][CH:15]=[CH:14][CH:13]=1)=[O:18], predict the reactants needed to synthesize it. The reactants are: [CH3:1][N:2]([CH2:10][C:11](=[O:18])[C:12]1[CH:17]=[CH:16][CH:15]=[CH:14][CH:13]=1)C(=O)OC(C)(C)C.N#N.[ClH:21].O1CCOCC1.